Dataset: Forward reaction prediction with 1.9M reactions from USPTO patents (1976-2016). Task: Predict the product of the given reaction. Given the reactants [OH:1][C:2]([C:13]1[CH:18]=[CH:17][N:16]=[C:15]([O:19][CH3:20])[C:14]=1[CH2:21][OH:22])([CH2:11][CH3:12])[CH2:3][C:4]([O:6]C(C)(C)C)=O.FC(F)(F)C(O)=O, predict the reaction product. The product is: [CH2:11]([C:2]1([OH:1])[C:13]2[C:14](=[C:15]([O:19][CH3:20])[N:16]=[CH:17][CH:18]=2)[CH2:21][O:22][C:4](=[O:6])[CH2:3]1)[CH3:12].